The task is: Predict the reaction yield, written as a fraction of the theoretical maximum amount of product (1.0 means a 100% yield; for example, 0.34 means a 34% yield).. This data is from Reaction yield outcomes from USPTO patents with 853,638 reactions. (1) The reactants are [NH2:1][CH2:2][CH2:3][O:4][CH2:5][CH2:6][O:7][CH2:8][CH2:9][O:10][CH2:11][CH2:12][NH:13][S:14]([C:17]1[CH:22]=[CH:21][C:20]([CH:23]2[C:32]3[C:27](=[C:28]([Cl:34])[CH:29]=[C:30]([Cl:33])[CH:31]=3)[CH2:26][N:25]([CH3:35])[CH2:24]2)=[CH:19][CH:18]=1)(=[O:16])=[O:15].[O:36]([CH2:48][C:49]([O:51]N1C(=O)CCC1=O)=O)[CH2:37][C:38]([O:40]N1C(=O)CCC1=O)=O.[CH2:59]([N:61]([CH2:64][CH3:65])[CH2:62][CH3:63])C. The catalyst is CN(C=O)C. The product is [O:36]([CH2:48][C:49]([NH:1][CH2:2][CH2:3][O:51][CH2:49][CH2:48][O:36][CH2:37][CH2:38][O:40][CH2:11][CH2:12][NH:13][S:14]([C:17]1[CH:22]=[CH:21][C:20]([CH:63]2[C:32]3[C:65](=[C:28]([Cl:34])[CH:29]=[C:30]([Cl:33])[CH:31]=3)[CH2:64][N:61]([CH3:59])[CH2:62]2)=[CH:19][CH:18]=1)(=[O:16])=[O:15])=[O:51])[CH2:37][C:38]([NH:1][CH2:2][CH2:3][O:4][CH2:5][CH2:6][O:7][CH2:8][CH2:9][O:10][CH2:11][CH2:12][NH:13][S:14]([C:17]1[CH:18]=[CH:19][C:20]([CH:23]2[C:32]3[C:27](=[C:28]([Cl:34])[CH:29]=[C:30]([Cl:33])[CH:31]=3)[CH2:26][N:25]([CH3:35])[CH2:24]2)=[CH:21][CH:22]=1)(=[O:16])=[O:15])=[O:40]. The yield is 0.310. (2) The reactants are [Br:1][C:2]1[C:3](F)=[C:4]2[C:10]([NH:11][C:12](=[O:20])[C:13]3[CH:18]=[CH:17][C:16]([F:19])=[CH:15][CH:14]=3)=[CH:9][NH:8][C:5]2=[N:6][CH:7]=1.[NH:22]1[CH2:27][CH2:26][CH2:25][C@@H:24]([NH:28]C(=O)OC(C)(C)C)[CH2:23]1.C(O)(C(F)(F)F)=O.C(Cl)[Cl:44]. The catalyst is CCCCO. The product is [ClH:44].[NH2:28][C@@H:24]1[CH2:25][CH2:26][CH2:27][N:22]([C:3]2[C:2]([Br:1])=[CH:7][N:6]=[C:5]3[NH:8][CH:9]=[C:10]([NH:11][C:12](=[O:20])[C:13]4[CH:18]=[CH:17][C:16]([F:19])=[CH:15][CH:14]=4)[C:4]=23)[CH2:23]1. The yield is 0.410.